Dataset: Full USPTO retrosynthesis dataset with 1.9M reactions from patents (1976-2016). Task: Predict the reactants needed to synthesize the given product. (1) Given the product [Cl:15][C:12]1[CH:13]=[CH:14][C:9]([C:7]([C:6]2[C:5]([CH3:16])=[C:4]([CH3:17])[S:3][C:2]=2[N:1]2[C:21](=[O:22])[C:20]3[C:19](=[CH:27][CH:26]=[CH:25][CH:24]=3)[C:18]2=[O:23])=[O:8])=[CH:10][CH:11]=1, predict the reactants needed to synthesize it. The reactants are: [NH2:1][C:2]1[S:3][C:4]([CH3:17])=[C:5]([CH3:16])[C:6]=1[C:7]([C:9]1[CH:14]=[CH:13][C:12]([Cl:15])=[CH:11][CH:10]=1)=[O:8].[C:18]1(=O)[O:23][C:21](=[O:22])[C:20]2=[CH:24][CH:25]=[CH:26][CH:27]=[C:19]12. (2) Given the product [CH3:33][O:32][C:20]1[CH:19]=[CH:18][C:17]([C:9]2[C:8]([C:6]3[CH:5]=[CH:4][N:3]=[C:2]([NH:45][C:39]4[CH:38]=[C:37]5[C:42]([CH2:43][CH2:44][N:35]([CH3:34])[CH2:36]5)=[CH:41][CH:40]=4)[N:7]=3)=[C:12]3[CH:13]=[CH:14][CH:15]=[CH:16][N:11]3[N:10]=2)=[CH:22][C:21]=1[NH:23][C:24](=[O:31])[CH2:25][C:26]1[S:27][CH:28]=[CH:29][CH:30]=1, predict the reactants needed to synthesize it. The reactants are: Cl[C:2]1[N:7]=[C:6]([C:8]2[C:9]([C:17]3[CH:18]=[CH:19][C:20]([O:32][CH3:33])=[C:21]([NH:23][C:24](=[O:31])[CH2:25][C:26]4[S:27][CH:28]=[CH:29][CH:30]=4)[CH:22]=3)=[N:10][N:11]3[CH:16]=[CH:15][CH:14]=[CH:13][C:12]=23)[CH:5]=[CH:4][N:3]=1.[CH3:34][N:35]1[CH2:44][CH2:43][C:42]2[C:37](=[CH:38][C:39]([NH2:45])=[CH:40][CH:41]=2)[CH2:36]1.Cl. (3) Given the product [CH3:1][O:2][C:3]([C:5]1([C:8]2([CH3:9])[O:13][CH2:12][CH2:11][O:10]2)[CH2:7][CH2:6]1)=[O:4], predict the reactants needed to synthesize it. The reactants are: [CH3:1][O:2][C:3]([C:5]1([C:8](=[O:10])[CH3:9])[CH2:7][CH2:6]1)=[O:4].[CH2:11](O)[CH2:12][OH:13].C1(C)C=CC(S(O)(=O)=O)=CC=1.C(=O)(O)[O-].[Na+]. (4) Given the product [CH:1]1([C:5]2[C:13]([CH:17]=[O:16])=[CH:12][C:8]([C:9]([OH:11])=[O:10])=[C:7]([CH3:15])[CH:6]=2)[CH2:4][CH2:3][CH2:2]1, predict the reactants needed to synthesize it. The reactants are: [CH:1]1([C:5]2[C:13](I)=[CH:12][C:8]([C:9]([OH:11])=[O:10])=[C:7]([CH3:15])[CH:6]=2)[CH2:4][CH2:3][CH2:2]1.[O:16]1CCC[CH2:17]1.C([Li])CCC.CN(C)C=O. (5) Given the product [NH:8]1[C:9]2[C:5](=[CH:4][CH:3]=[C:2]([S:16]([CH2:15][CH2:14][C:13]([O:12][CH3:11])=[O:19])(=[O:18])=[O:17])[CH:10]=2)[CH:6]=[CH:7]1, predict the reactants needed to synthesize it. The reactants are: Br[C:2]1[CH:10]=[C:9]2[C:5]([CH:6]=[CH:7][NH:8]2)=[CH:4][CH:3]=1.[CH3:11][O:12][C:13](=[O:19])[CH2:14][CH2:15][S:16]([O-:18])=[O:17].[Na+]. (6) The reactants are: Cl[C:2]1N=C(Cl)C=C[C:3]=1C(N)=O.[N:12]1[CH:17]=[CH:16][CH:15]=[C:14]([NH2:18])[CH:13]=1.CC1(C)C(C)(C)OB(C2CCN(C([O-])=O)CC=2)O1.[C:37]([C:40]1[CH:41]=[CH:42][C:43]([C:60]2[CH2:65][CH2:64][N:63]([C:66]([O:68]C(C)(C)C)=O)[CH2:62][CH:61]=2)=[N:44][C:45]=1NC1C=CC(CCN2CCCC2)=CC=1)(=[O:39])[NH2:38]. Given the product [C:66]([N:63]1[CH2:62][CH2:61][CH:60]([C:43]2[CH:42]=[CH:41][C:40]([C:37]([NH2:38])=[O:39])=[C:45]([NH:18][C:14]3[CH:13]=[N:12][CH:17]=[CH:16][CH:15]=3)[N:44]=2)[CH2:65][CH2:64]1)(=[O:68])[CH:2]=[CH2:3], predict the reactants needed to synthesize it. (7) Given the product [C:1]([NH:5][C:6]1[C:7]([CH3:26])=[N:8][C:9]2[C:14]([N:15]=1)=[C:13]([C:16]1[NH:24][C:23]3[CH2:22][CH2:21][N:20]([CH2:27][OH:28])[C:19](=[O:25])[C:18]=3[CH:17]=1)[CH:12]=[CH:11][CH:10]=2)([CH3:4])([CH3:3])[CH3:2], predict the reactants needed to synthesize it. The reactants are: [C:1]([NH:5][C:6]1[C:7]([CH3:26])=[N:8][C:9]2[C:14]([N:15]=1)=[C:13]([C:16]1[NH:24][C:23]3[CH2:22][CH2:21][NH:20][C:19](=[O:25])[C:18]=3[CH:17]=1)[CH:12]=[CH:11][CH:10]=2)([CH3:4])([CH3:3])[CH3:2].[C:27]([O-])([O-])=[O:28].[K+].[K+].C=O.CCOC(C)=O.CCO.